This data is from Forward reaction prediction with 1.9M reactions from USPTO patents (1976-2016). The task is: Predict the product of the given reaction. (1) Given the reactants [Cl:1][C:2]1[CH:9]=[CH:8][CH:7]=[C:6]([O:10][CH2:11][CH3:12])[C:3]=1[C:4]#[N:5].B.[H][H].Cl, predict the reaction product. The product is: [Cl:1][C:2]1[CH:9]=[CH:8][CH:7]=[C:6]([O:10][CH2:11][CH3:12])[C:3]=1[CH2:4][NH2:5]. (2) Given the reactants [C:1]1(CC=O)[CH:6]=[CH:5][CH:4]=[CH:3][CH:2]=1.[CH2:10]([NH2:17])[C:11]1[CH:16]=[CH:15]C=CC=1.C[OH:19], predict the reaction product. The product is: [C:1]1([NH:17][C:10]([CH:11]2[CH2:16][CH2:15]2)=[O:19])[CH:2]=[CH:3][CH:4]=[CH:5][CH:6]=1. (3) Given the reactants CO[C:3](=O)[C:4]1[CH:9]=[C:8]([O:10][CH3:11])[CH:7]=[CH:6][C:5]=1[Br:12].[H-].[H-].[H-].[H-].[Li+].[Al+3].CS(Cl)(=O)=O.[C-:25]#[N:26].[Na+], predict the reaction product. The product is: [Br:12][C:5]1[CH:6]=[CH:7][C:8]([O:10][CH3:11])=[CH:9][C:4]=1[CH2:3][C:25]#[N:26]. (4) Given the reactants [O:1]=[C:2]1[CH2:7][CH2:6][CH:5]([C:8]([OH:10])=O)[CH2:4][CH2:3]1.C(Cl)(=O)C([Cl:14])=O, predict the reaction product. The product is: [O:1]=[C:2]1[CH2:7][CH2:6][CH:5]([C:8]([Cl:14])=[O:10])[CH2:4][CH2:3]1.